Dataset: Human liver microsome stability data. Task: Regression/Classification. Given a drug SMILES string, predict its absorption, distribution, metabolism, or excretion properties. Task type varies by dataset: regression for continuous measurements (e.g., permeability, clearance, half-life) or binary classification for categorical outcomes (e.g., BBB penetration, CYP inhibition). Dataset: hlm. (1) The compound is CN(C)S(=O)(=O)Oc1cncc(-c2c(C#N)c3ccccc3n2C)c1. The result is 1 (stable in human liver microsomes). (2) The compound is CC(C)[C@H](NC(=O)c1ccc(-c2ccc(CSc3nc(O)c4c(n3)CCC4)cc2)o1)C(=O)NC1CC1. The result is 1 (stable in human liver microsomes). (3) The molecule is NC1CN(c2nccc(-c3ccccc3)n2)CC1c1ccc(Cl)cc1Cl. The result is 0 (unstable in human liver microsomes). (4) The molecule is CCOC1(c2ccc(Br)cc2)SC=C(C)n2c1noc2=O. The result is 0 (unstable in human liver microsomes). (5) The drug is N#CC1(n2cc([C@@H](NC(=O)c3ccsc3)c3ccc(Cl)cc3)nn2)CC1. The result is 0 (unstable in human liver microsomes). (6) The molecule is Cc1nc(C(=O)Nc2cccc(C(F)(F)F)n2)c(C)n1-c1ccc(F)cc1. The result is 0 (unstable in human liver microsomes). (7) The compound is COc1cc(C(=O)c2c[nH]c(-c3c[nH]c4ccccc34)n2)cc2c1OCCCO2. The result is 0 (unstable in human liver microsomes).